This data is from Catalyst prediction with 721,799 reactions and 888 catalyst types from USPTO. The task is: Predict which catalyst facilitates the given reaction. (1) Reactant: [I:1][C:2]1[CH:7]=[CH:6][N:5]=[C:4]([NH:8][NH:9][C:10](=[O:14])[C:11]([OH:13])=O)[CH:3]=1.[CH:15]([N:18]([CH:21]([CH3:23])C)CC)([CH3:17])C.N1CCCC1.CN(C(ON1N=NC2C=CC=NC1=2)=[N+](C)C)C.F[P-](F)(F)(F)(F)F. Product: [I:1][C:2]1[CH:7]=[CH:6][N:5]=[C:4]([NH:8][NH:9][C:10](=[O:14])[C:11](=[O:13])[N:18]2[CH2:15][CH2:17][CH2:23][CH2:21]2)[CH:3]=1. The catalyst class is: 9. (2) Reactant: [CH2:1]([O:8][C:9]1[CH:14]=[CH:13][C:12]([C:15]2[N:37](COCC[Si](C)(C)C)[C:18]3=[N:19][C:20]([N:23]4[CH2:28][CH2:27][N:26](C(OC(C)(C)C)=O)[CH2:25][C:24]4=[O:36])=[CH:21][CH:22]=[C:17]3[N:16]=2)=[CH:11][CH:10]=1)[C:2]1[CH:7]=[CH:6][CH:5]=[CH:4][CH:3]=1.C(O)(C(F)(F)F)=O.[OH-].[Na+]. Product: [CH2:1]([O:8][C:9]1[CH:14]=[CH:13][C:12]([C:15]2[NH:37][C:18]3=[N:19][C:20]([N:23]4[CH2:28][CH2:27][NH:26][CH2:25][C:24]4=[O:36])=[CH:21][CH:22]=[C:17]3[N:16]=2)=[CH:11][CH:10]=1)[C:2]1[CH:3]=[CH:4][CH:5]=[CH:6][CH:7]=1. The catalyst class is: 2.